This data is from Experimentally validated miRNA-target interactions with 360,000+ pairs, plus equal number of negative samples. The task is: Binary Classification. Given a miRNA mature sequence and a target amino acid sequence, predict their likelihood of interaction. (1) The miRNA is hsa-miR-4533 with sequence UGGAAGGAGGUUGCCGGACGCU. The protein sequence of the target gene is MGKVWKQQMYPQYATYYYPQYLQAKQSLVPAHPMAPPSPSTTSSNNNSSSSSNSGWDQLSKTNLYIRGLPPHTTDQDLVKLCQPYGKIVSTKAILDKTTNKCKGYGFVDFDSPAAAQKAVSALKASGVQAQMAKQQEQDPTNLYISNLPLSMDEQELENMLKPFGQVISTRILRDSSGTSRGVGFARMESTEKCEAVIGHFNGKFIKTPPGVSAPTEPLLCKFADGGQKKRQNPNKYIPNGRPWHREGEVRLAGMTLTYDPTTAAIQNGFYPSPYSIATNRMITQTSITPYIASPVSAYQ.... Result: 0 (no interaction). (2) The miRNA is hsa-miR-6070 with sequence CCGGUUCCAGUCCCUGGAG. The protein sequence of the target gene is MNGFTPEEMSRGGDAAAAVAAVVAAAAAAASAGNGNAAGGGAEVPGAGAVSASGPPGAAGPGPGQLCCLREDGERCGRAAGNASFSKRIQKSISQKKVKIELDKSARHLYICDYHKNLIQSVRNRRKRKGSDDDGGDSPVQDIDTPEVDLYQLQVNTLRRYKRHFKLPTRPGLNKAQLVEIVGCHFKSIPVNEKDTLTCFIYSVRNDKNKSDLKADSGVH. Result: 0 (no interaction). (3) The miRNA is mmu-miR-3475-3p with sequence UCUGGAGGCACAUGGUUUGAA. The protein sequence of the target gene is MEEPAAPSEAHEAAGAQAGAEAAREGVSGPDLPVCEPSGESAAPDSALPHAARGWAPFPVAPVPAHLRRGGLRPAPASGGGAWPSPLPSRSSGIWTKQIICRYYIHGQCKEGENCRYSHDLSGRKMATEGGVSPPGASAGGGPSTAAHIEPPTQEVAEAPPAASSLSLPVIGSAAERGFFEAERDNADRGAAGGAGVESWADAIEFVPGQPYRGRWVASAPEAPLQSSETERKQMAVGSGLRFCYYASRGVCFRGESCMYLHGDICDMCGLQTLHPMDAAQREEHMRACIEAHEKDMELS.... Result: 0 (no interaction). (4) The miRNA is hsa-miR-7843-5p with sequence GAGGGCAGAGCCAGCUUCCUGA. The protein sequence of the target gene is MSSSYDEASLAPEETTDSFWEVGNYKRTVKRIDDGHRLCNDLMNCVQERAKIEKAYGQQLTDWAKRWRQLIEKGPQYGSLERAWGAIMTEADKVSELHQEVKNNLLNEDLEKVKNWQKDAYHKQIMGGFKETKEAEDGFRKAQKPWAKKMKELEAAKKAYHLACKEEKLAMTREMNSKTEQSVTPEQQKKLQDKVDKCKQDVQKTQEKYEKVLEDVGKTTPQYMENMEQVFEQCQQFEEKRLVFLKEVLLDIKRHLNLAENSSYIHVYRELEQAIRGADAQEDLRWFRSTSGPGMPMNWP.... Result: 1 (interaction). (5) The miRNA is hsa-miR-132-3p with sequence UAACAGUCUACAGCCAUGGUCG. The protein sequence of the target gene is MDHSNREKDDRQRTTKTMAQRNTHCSRPSGTSTSSGVLMVGPNFRVGKKIGCGNFGELRLGKNLYTNEYVAIKLEPIKSRAPQLHLEYRFYKQLGSAGEGLPQVYYFGPCGKYNAMVLELLGPSLEDLFDLCDRTFTLKTVLMIAIQLLSRMEYVHSKNLIYRDVKPENFLIGRQGNKKEHVIHIIDFGLAKEYVDPETKKHIPYREHKSLTGTARYMSINTHLGKEQSRRDDLEALGHMFMYFLRGSLPWQGLKADTLKERYQKIGDTKRNTPIEALCENFPEEMATYLRYVRRLDFFE.... Result: 0 (no interaction). (6) The miRNA is hsa-miR-1270 with sequence CUGGAGAUAUGGAAGAGCUGUGU. The protein sequence of the target gene is MSTEGPSLASSPAISPLAFLSAPVTPGTLAEATDPLPMLIALACIFLLLATCLLFMTLCKPAALDPSRRRAHECMPHHPGSPSEPQLRLWKRLGSLRLSLHSFRHGRPTVPRQPLPGPEDNRSHCDYMESTKM. Result: 1 (interaction). (7) The miRNA is cel-miR-356a with sequence UUGAGCAACGCGAACAAAUCA. The protein sequence of the target gene is MPPTTALSALLLLLLSPASHSHNGNETSTSAIKSSTVQSHQSATTSTEVTTGHPVASTLASTQPSNPTPFTTSTQSPSMPTSTPNPTSNQSGGNLTSSVSEVDKTKTSSPSSTAFTSSSGQTASSGGKSGDSFTTAPTTTLGLINVSSQPTDLNTTSKLLSTPTTDNTTSPQQPVDSSPSTASHPVGQHTPAAVPSSSGSTPSTDNSTLTWKPTTHKPLGTSEATQPLTSQTPGITTLPVSTLQQSMASTVGTTTEEFTHLISNGTPVAPPGPSTPSPIWAFGNYQLNCEPPIRPDEELL.... Result: 0 (no interaction). (8) The miRNA is mmu-miR-669b-5p with sequence AGUUUUGUGUGCAUGUGCAUGU. The protein sequence of the target gene is MTTETGPDSEVKKAQEETPQQPEAAAAVTTPVTPAGHSHPETNSNEKHLTQQDTRPAEQSLDMDDKDYSEADGLSERTTPSKAQKSPQKIAKKFKSAICRVTLLDASEYECEVEKHGRGQVLFDLVCEHLNLLEKDYFGLTFCDADSQKNWLDPSKEIKKQIRSSPWNFAFTVKFYPPDPAQLTEDITRYYLCLQLRADIITGRLPCSFVTHALLGSYAVQAELGDYDAEEHVGNYVSELRFAPNQTRELEERIMELHKTYRGMTPGEAEIHFLENAKKLSMYGVDLHHAKDSEGIDIML.... Result: 0 (no interaction).